Dataset: Forward reaction prediction with 1.9M reactions from USPTO patents (1976-2016). Task: Predict the product of the given reaction. (1) Given the reactants Cl.[NH2:2][C:3]1[N:8]=[C:7]2[N:9]([CH3:21])[N:10]=[C:11]([C:12]3[CH:17]=[C:16]([F:18])[C:15]([OH:19])=[C:14]([Br:20])[CH:13]=3)[C:6]2=[CH:5][N:4]=1.C([O-])([O-])=O.[K+].[K+].Br[CH2:29][CH2:30][OH:31], predict the reaction product. The product is: [NH2:2][C:3]1[N:8]=[C:7]2[N:9]([CH3:21])[N:10]=[C:11]([C:12]3[CH:17]=[C:16]([F:18])[C:15]([O:19][CH2:29][CH2:30][OH:31])=[C:14]([Br:20])[CH:13]=3)[C:6]2=[CH:5][N:4]=1. (2) Given the reactants [Br:1][C:2]1[CH:3]=[C:4]([C:29]([O-:31])=[O:30])[C:5]2[C:6]([CH2:19][NH:20][C@@H:21]3[CH:26]4[CH2:27][CH2:28][N:23]([CH2:24][CH2:25]4)[CH2:22]3)=[N:7][N:8](COCC[Si](C)(C)C)[C:9]=2[CH:10]=1.[Li+].Cl, predict the reaction product. The product is: [Br:1][C:2]1[CH:3]=[C:4]([C:29]([OH:31])=[O:30])[C:5]2[C:6]([CH2:19][NH:20][C@@H:21]3[CH:26]4[CH2:25][CH2:24][N:23]([CH2:28][CH2:27]4)[CH2:22]3)=[N:7][NH:8][C:9]=2[CH:10]=1.